From a dataset of Full USPTO retrosynthesis dataset with 1.9M reactions from patents (1976-2016). Predict the reactants needed to synthesize the given product. (1) Given the product [F:1][C:2]1[CH:3]=[N:4][CH:5]=[CH:6][C:7]=1[C:8]1[CH:13]=[C:12]2[N:14]=[C:23]([NH:22][C:25]3[CH:26]=[N:27][CH:28]=[CH:29][CH:30]=3)[NH:15][C:11]2=[N:10][C:9]=1[C:16]1[CH:17]=[N:18][CH:19]=[CH:20][CH:21]=1, predict the reactants needed to synthesize it. The reactants are: [F:1][C:2]1[CH:3]=[N:4][CH:5]=[CH:6][C:7]=1[C:8]1[C:9]([C:16]2[CH:17]=[N:18][CH:19]=[CH:20][CH:21]=2)=[N:10][C:11]([NH2:15])=[C:12]([NH2:14])[CH:13]=1.[N:22]([C:25]1[CH:26]=[N:27][CH:28]=[CH:29][CH:30]=1)=[C:23]=S.C(N=C=NC(C)C)(C)C. (2) The reactants are: [CH3:1][Si:2]([CH3:51])([CH3:50])[CH2:3][CH2:4][O:5][CH2:6][N:7]([CH2:42][O:43][CH2:44][CH2:45][Si:46]([CH3:49])([CH3:48])[CH3:47])[C:8]1[N:13]2[N:14]=[CH:15][C:16]([C:17]3[CH:18]=[N:19][C:20]([C:23]4[CH:28]=[CH:27][CH:26]=[CH:25][CH:24]=4)=[CH:21][CH:22]=3)=[C:12]2[N:11]=[C:10]([CH:29]2[CH2:34][CH2:33][N:32]([C:35]([O:37][C:38]([CH3:41])([CH3:40])[CH3:39])=[O:36])[CH2:31][CH2:30]2)[CH:9]=1.C1C(=O)N([Br:59])C(=O)C1. Given the product [CH3:49][Si:46]([CH3:48])([CH3:47])[CH2:45][CH2:44][O:43][CH2:42][N:7]([CH2:6][O:5][CH2:4][CH2:3][Si:2]([CH3:1])([CH3:50])[CH3:51])[C:8]1[N:13]2[N:14]=[CH:15][C:16]([C:17]3[CH:18]=[N:19][C:20]([C:23]4[CH:28]=[CH:27][CH:26]=[CH:25][CH:24]=4)=[CH:21][CH:22]=3)=[C:12]2[N:11]=[C:10]([CH:29]2[CH2:34][CH2:33][N:32]([C:35]([O:37][C:38]([CH3:41])([CH3:40])[CH3:39])=[O:36])[CH2:31][CH2:30]2)[C:9]=1[Br:59], predict the reactants needed to synthesize it. (3) Given the product [Cl:1][C:2]1[CH:3]=[C:4]([C@:9]([OH:29])([C:25]([F:26])([F:27])[F:28])/[CH:10]=[CH:11]/[C:12]2[CH:13]=[CH:14][C:15]([N:20]3[CH:24]=[N:23][CH:22]=[N:21]3)=[C:16]([CH:19]=2)[C:17]#[N:18])[CH:5]=[C:6]([Cl:8])[CH:7]=1, predict the reactants needed to synthesize it. The reactants are: [Cl:1][C:2]1[CH:3]=[C:4]([C@:9]([OH:29])([C:25]([F:28])([F:27])[F:26])[C:10]#[C:11][C:12]2[CH:13]=[CH:14][C:15]([N:20]3[CH:24]=[N:23][CH:22]=[N:21]3)=[C:16]([CH:19]=2)[C:17]#[N:18])[CH:5]=[C:6]([Cl:8])[CH:7]=1.[H-].COCCO[Al+]OCCOC.[Na+].[H-]. (4) The reactants are: [S:1]1[CH:5]=[CH:4][N:3]=[C:2]1[C:6]1([C:12]2[CH:21]=[CH:20][C:15]([C:16]([O:18][CH3:19])=[O:17])=[CH:14][CH:13]=2)[CH2:11][CH2:10][O:9][CH2:8][CH2:7]1.[Br:22]Br. Given the product [Br:22][C:5]1[S:1][C:2]([C:6]2([C:12]3[CH:13]=[CH:14][C:15]([C:16]([O:18][CH3:19])=[O:17])=[CH:20][CH:21]=3)[CH2:11][CH2:10][O:9][CH2:8][CH2:7]2)=[N:3][CH:4]=1, predict the reactants needed to synthesize it. (5) Given the product [CH2:6]([O:5][P:4](/[CH:9]=[CH:10]/[CH:11]=[CH:12][OH:13])(=[O:8])[O:3][CH2:1][CH3:2])[CH3:7], predict the reactants needed to synthesize it. The reactants are: [CH2:1]([O:3][P:4](/[CH:9]=[CH:10]/[CH:11]=[CH:12][O:13][Si](C(C)(C)C)(C1C=CC=CC=1)C1C=CC=CC=1)(=[O:8])[O:5][CH2:6][CH3:7])[CH3:2].O.O.O.[F-].C([N+](CCCC)(CCCC)CCCC)CCC.